This data is from NCI-60 drug combinations with 297,098 pairs across 59 cell lines. The task is: Regression. Given two drug SMILES strings and cell line genomic features, predict the synergy score measuring deviation from expected non-interaction effect. (1) Drug 1: CC1=C(C=C(C=C1)NC2=NC=CC(=N2)N(C)C3=CC4=NN(C(=C4C=C3)C)C)S(=O)(=O)N.Cl. Drug 2: CC(C)(C#N)C1=CC(=CC(=C1)CN2C=NC=N2)C(C)(C)C#N. Cell line: NCIH23. Synergy scores: CSS=2.34, Synergy_ZIP=-2.03, Synergy_Bliss=0.368, Synergy_Loewe=1.23, Synergy_HSA=1.22. (2) Drug 1: C1CN1P(=S)(N2CC2)N3CC3. Drug 2: CS(=O)(=O)CCNCC1=CC=C(O1)C2=CC3=C(C=C2)N=CN=C3NC4=CC(=C(C=C4)OCC5=CC(=CC=C5)F)Cl. Cell line: SF-539. Synergy scores: CSS=22.2, Synergy_ZIP=-0.0498, Synergy_Bliss=5.55, Synergy_Loewe=-6.00, Synergy_HSA=-7.26. (3) Drug 1: CCC1=CC2CC(C3=C(CN(C2)C1)C4=CC=CC=C4N3)(C5=C(C=C6C(=C5)C78CCN9C7C(C=CC9)(C(C(C8N6C)(C(=O)OC)O)OC(=O)C)CC)OC)C(=O)OC.C(C(C(=O)O)O)(C(=O)O)O. Drug 2: CN1C(=O)N2C=NC(=C2N=N1)C(=O)N. Cell line: HCT-15. Synergy scores: CSS=15.0, Synergy_ZIP=-0.919, Synergy_Bliss=2.55, Synergy_Loewe=-27.6, Synergy_HSA=1.23.